Dataset: Forward reaction prediction with 1.9M reactions from USPTO patents (1976-2016). Task: Predict the product of the given reaction. (1) The product is: [OH:30][C@@H:28]1[CH2:27][N:16]2[C:17]3[N:24]=[C:23]([S:25][CH3:26])[N:22]=[CH:21][C:18]=3[C:19](=[O:20])[N:13]([C:6]3[CH:7]=[CH:8][CH:9]=[C:10]4[C:5]=3[N:4]=[CH:3][N:2]([CH3:1])[C:11]4=[O:12])[CH2:14][C@@H:15]2[CH2:29]1. Given the reactants [CH3:1][N:2]1[C:11](=[O:12])[C:10]2[C:5](=[C:6]([N:13]3[C:19](=[O:20])[C:18]4[CH:21]=[N:22][C:23]([S:25][CH3:26])=[N:24][C:17]=4[N:16]4[CH2:27][C@@H:28]([O:30]C(=O)C5C=CC([N+]([O-])=O)=CC=5)[CH2:29][C@H:15]4[CH2:14]3)[CH:7]=[CH:8][CH:9]=2)[N:4]=[CH:3]1.[OH-].[Na+], predict the reaction product. (2) The product is: [N+:17]([C:8]1[C:9]2[C:14](=[CH:13][CH:12]=[CH:11][CH:10]=2)[CH:15]=[CH:16][C:7]=1[NH:34][C:33]1[CH:32]=[CH:31][C:30]([CH:29]=[CH:28][C:22]2[CH:23]=[CH:24][CH:25]=[CH:26][CH:27]=2)=[CH:36][CH:35]=1)([O-:19])=[O:18]. Given the reactants FC(F)(F)S(O[C:7]1[CH:16]=[CH:15][C:14]2[C:9](=[CH:10][CH:11]=[CH:12][CH:13]=2)[C:8]=1[N+:17]([O-:19])=[O:18])(=O)=O.[C:22]1([C:28]#[C:29][C:30]2[CH:36]=[CH:35][C:33]([NH2:34])=[CH:32][CH:31]=2)[CH:27]=[CH:26][CH:25]=[CH:24][CH:23]=1.C1(P(C2C=CC=CC=2)C2C=CC=CC=2)C=CC=CC=1.C1(P(C2C=CC=CC=2)C2C3OC4C(=CC=CC=4P(C4C=CC=CC=4)C4C=CC=CC=4)C(C)(C)C=3C=CC=2)C=CC=CC=1.C(=O)([O-])[O-].[K+].[K+], predict the reaction product. (3) Given the reactants [S:1](Cl)([C:4]1[CH:10]=[CH:9][C:7]([CH3:8])=[CH:6][CH:5]=1)(=[O:3])=[O:2].[F:12][C:13]1[CH:14]=[C:15]([CH2:24][NH:25][C:26]([C:28]2[C:29]([CH3:38])=[N:30][C:31]3[C:36]([CH:37]=2)=[CH:35][CH:34]=[CH:33][N:32]=3)=[O:27])[CH:16]=[CH:17][C:18]=1[CH2:19][O:20][CH2:21][CH2:22][OH:23].C(N(C(C)C)CC)(C)C, predict the reaction product. The product is: [CH3:8][C:7]1[CH:9]=[CH:10][C:4]([S:1]([O:23][CH2:22][CH2:21][O:20][CH2:19][C:18]2[CH:17]=[CH:16][C:15]([CH2:24][NH:25][C:26]([C:28]3[C:29]([CH3:38])=[N:30][C:31]4[C:36]([CH:37]=3)=[CH:35][CH:34]=[CH:33][N:32]=4)=[O:27])=[CH:14][C:13]=2[F:12])(=[O:3])=[O:2])=[CH:5][CH:6]=1. (4) Given the reactants [CH3:1][N:2]1[CH2:7][CH2:6][NH:5][CH2:4][CH2:3]1.C(N(CC)CC)C.[N+:15]([C:18]1[CH:26]=[CH:25][C:21]([C:22](Cl)=[O:23])=[CH:20][CH:19]=1)([O-:17])=[O:16].O, predict the reaction product. The product is: [CH3:1][N:2]1[CH2:7][CH2:6][N:5]([C:22](=[O:23])[C:21]2[CH:20]=[CH:19][C:18]([N+:15]([O-:17])=[O:16])=[CH:26][CH:25]=2)[CH2:4][CH2:3]1. (5) Given the reactants [Br:1][C:2]1[CH:11]=[CH:10][CH:9]=[C:8]2[C:3]=1[CH:4]=[CH:5][C:6]([O:49][CH3:50])=[C:7]2[CH2:12][N:13]1[C:19](=[O:20])[C@@H:18]([NH:21][C:22](=[O:34])[C@@H:23]([N:25](C)[C:26](=O)OC(C)(C)C)[CH3:24])[C@H:17]([CH3:35])[N:16]([C:36](=[O:42])[CH2:37][S:38]([CH3:41])(=[O:40])=[O:39])[C:15]2[CH:43]=[CH:44][C:45]([C:47]#[N:48])=[CH:46][C:14]1=2.[C:51]([OH:57])([C:53]([F:56])([F:55])[F:54])=[O:52], predict the reaction product. The product is: [F:54][C:53]([F:56])([F:55])[C:51]([OH:57])=[O:52].[Br:1][C:2]1[CH:11]=[CH:10][CH:9]=[C:8]2[C:3]=1[CH:4]=[CH:5][C:6]([O:49][CH3:50])=[C:7]2[CH2:12][N:13]1[C:19](=[O:20])[C@@H:18]([NH:21][C:22](=[O:34])[C@@H:23]([NH:25][CH3:26])[CH3:24])[C@H:17]([CH3:35])[N:16]([C:36](=[O:42])[CH2:37][S:38]([CH3:41])(=[O:40])=[O:39])[C:15]2[CH:43]=[CH:44][C:45]([C:47]#[N:48])=[CH:46][C:14]1=2. (6) The product is: [NH2:12][C:7]1[C:6]2[C:2]([C:15]#[C:14][CH2:13][O:16][C:17]3[CH:22]=[CH:21][CH:20]=[CH:19][CH:18]=3)=[CH:3][S:4][C:5]=2[C:10](/[CH:24]=[CH:23]/[C:28]([NH:44][CH3:47])=[O:50])=[CH:9][N:8]=1. Given the reactants Br[C:2]1[C:6]2[C:7]([NH2:12])=[N:8][CH:9]=[C:10](I)[C:5]=2[S:4][CH:3]=1.[CH2:13]([O:16][C:17]1[CH:22]=[CH:21][CH:20]=[CH:19][CH:18]=1)[C:14]#[CH:15].[CH:23]1[CH:28]=CC(P(C2C=CC=CC=2)C2C=CC=CC=2)=C[CH:24]=1.CC[N:44]([CH2:47]C)CC.C[O:50]CCOC.O.C(O)C, predict the reaction product. (7) Given the reactants [OH-].[Na+].[CH3:3][CH2:4][C:5]([O-:7])=O.[CH:8]1[C:21]2[C:20](=[O:22])[C:19]3[C:14](=[CH:15][CH:16]=[CH:17][CH:18]=3)[C:13](=[O:23])[C:12]=2[CH:11]=CC=1, predict the reaction product. The product is: [OH:7][CH2:5][C:4]1[CH:3]=[CH:11][C:12]2[C:13](=[O:23])[C:14]3[C:19](=[CH:18][CH:17]=[CH:16][CH:15]=3)[C:20](=[O:22])[C:21]=2[CH:8]=1.